This data is from Peptide-MHC class I binding affinity with 185,985 pairs from IEDB/IMGT. The task is: Regression. Given a peptide amino acid sequence and an MHC pseudo amino acid sequence, predict their binding affinity value. This is MHC class I binding data. (1) The peptide sequence is YGIPFPGSL. The MHC is HLA-B58:01 with pseudo-sequence HLA-B58:01. The binding affinity (normalized) is 0.0847. (2) The peptide sequence is IQKNPDGSW. The MHC is HLA-B27:05 with pseudo-sequence HLA-B27:05. The binding affinity (normalized) is 0.0847.